From a dataset of Reaction yield outcomes from USPTO patents with 853,638 reactions. Predict the reaction yield, written as a fraction of the theoretical maximum amount of product (1.0 means a 100% yield; for example, 0.34 means a 34% yield). (1) The product is [CH3:1][O:2][C:3]([C:5]1[C:13]2[C:8](=[CH:9][C:10]([C:25]3[CH:24]=[CH:23][C:22]([OH:35])=[CH:21][C:20]=3[CH3:19])=[CH:11][CH:12]=2)[N:7]([CH:15]([CH3:17])[CH3:16])[C:6]=1[CH3:18])=[O:4]. The yield is 0.880. The reactants are [CH3:1][O:2][C:3]([C:5]1[C:13]2[C:8](=[CH:9][C:10](Cl)=[CH:11][CH:12]=2)[N:7]([CH:15]([CH3:17])[CH3:16])[C:6]=1[CH3:18])=[O:4].[CH3:19][C:20]1[CH:21]=[C:22]([OH:35])[CH:23]=[CH:24][C:25]=1B1OC(C)(C)C(C)(C)O1.[O-]P([O-])([O-])=O.[K+].[K+].[K+].Cl. The catalyst is O.C1C=CC(/C=C/C(/C=C/C2C=CC=CC=2)=O)=CC=1.C1C=CC(/C=C/C(/C=C/C2C=CC=CC=2)=O)=CC=1.C1C=CC(/C=C/C(/C=C/C2C=CC=CC=2)=O)=CC=1.[Pd].[Pd].C1(P(C2CCCCC2)C2CCCCC2)CCCCC1.O1CCOCC1. (2) The reactants are C(S[C:5]1[CH:10]=[CH:9][CH:8]=[CH:7][C:6]=1[C:11]1[N:12]=[C:13]([C:18]2[O:19][C:20]([C:23]3[CH:28]=[CH:27][CH:26]=[CH:25][CH:24]=3)=[N:21][N:22]=2)[C:14]([NH2:17])=[N:15][CH:16]=1)(C)C.Cl[C:30]1[CH:31]=C(C(OO)=O)C=C[CH:35]=1.[S:40]([O-:44])([O-])(=[O:42])=S.[Na+].[Na+].C(=O)(O)[O-].[Na+]. The catalyst is ClCCl. The product is [CH:30]([S:40]([C:5]1[CH:10]=[CH:9][CH:8]=[CH:7][C:6]=1[C:11]1[N:12]=[C:13]([C:18]2[O:19][C:20]([C:23]3[CH:28]=[CH:27][CH:26]=[CH:25][CH:24]=3)=[N:21][N:22]=2)[C:14]([NH2:17])=[N:15][CH:16]=1)(=[O:44])=[O:42])([CH3:31])[CH3:35]. The yield is 0.360.